Predict the product of the given reaction. From a dataset of Forward reaction prediction with 1.9M reactions from USPTO patents (1976-2016). Given the reactants Br[C:2]1[CH:7]=[C:6]([C@@H:8]([NH:11][C:12]([C:14]2[C:15]3[CH:22]=[N:21][N:20]([C:23]4[CH:28]=[CH:27][C:26]([F:29])=[CH:25][CH:24]=4)[C:16]=3[CH:17]=[N:18][CH:19]=2)=[O:13])[CH2:9][CH3:10])[CH:5]=[CH:4][N:3]=1.[CH3:30][N:31]1[CH2:36][CH2:35][NH:34][CH2:33][CH2:32]1.CCN(C(C)C)C(C)C, predict the reaction product. The product is: [CH3:30][N:31]1[CH2:36][CH2:35][N:34]([C:2]2[CH:7]=[C:6]([C@@H:8]([NH:11][C:12]([C:14]3[C:15]4[CH:22]=[N:21][N:20]([C:23]5[CH:28]=[CH:27][C:26]([F:29])=[CH:25][CH:24]=5)[C:16]=4[CH:17]=[N:18][CH:19]=3)=[O:13])[CH2:9][CH3:10])[CH:5]=[CH:4][N:3]=2)[CH2:33][CH2:32]1.